This data is from Full USPTO retrosynthesis dataset with 1.9M reactions from patents (1976-2016). The task is: Predict the reactants needed to synthesize the given product. (1) Given the product [CH2:1]([O:3][C:4](=[O:18])[CH2:5][C:6]1[C:15]2[C:10](=[CH:11][C:12]([O:16][S:21]([C:20]([F:33])([F:32])[F:19])(=[O:23])=[O:22])=[CH:13][CH:14]=2)[CH:9]=[CH:8][C:7]=1[Cl:17])[CH3:2], predict the reactants needed to synthesize it. The reactants are: [CH2:1]([O:3][C:4](=[O:18])[CH2:5][C:6]1[C:15]2[C:10](=[CH:11][C:12]([OH:16])=[CH:13][CH:14]=2)[CH:9]=[CH:8][C:7]=1[Cl:17])[CH3:2].[F:19][C:20]([F:33])([F:32])[S:21](O[S:21]([C:20]([F:33])([F:32])[F:19])(=[O:23])=[O:22])(=[O:23])=[O:22]. (2) The reactants are: [CH3:1][O:2][C:3]1[C:8]2[N:9]=[C:10]([C:12]([F:15])([F:14])[F:13])[S:11][C:7]=2[CH:6]=[CH:5][CH:4]=1.[Br:16]Br. Given the product [Br:16][C:6]1[C:7]2[S:11][C:10]([C:12]([F:15])([F:13])[F:14])=[N:9][C:8]=2[C:3]([O:2][CH3:1])=[CH:4][CH:5]=1, predict the reactants needed to synthesize it. (3) The reactants are: C([O:3][C:4](=[O:37])[C:5]1[CH:10]=[C:9]([Cl:11])[C:8]([N:12]2[CH2:17][CH2:16][N:15]([C:18]3[CH:23]=[C:22]([C:24]4[CH:29]=[CH:28][C:27]([F:30])=[CH:26][CH:25]=4)[N:21]=[C:20]([N:31]4[CH2:35][CH2:34][CH2:33][CH:32]4[CH3:36])[N:19]=3)[CH2:14][CH2:13]2)=[N:7][CH:6]=1)C.O.[Li+].[OH-].Cl. Given the product [Cl:11][C:9]1[C:8]([N:12]2[CH2:13][CH2:14][N:15]([C:18]3[CH:23]=[C:22]([C:24]4[CH:25]=[CH:26][C:27]([F:30])=[CH:28][CH:29]=4)[N:21]=[C:20]([N:31]4[CH2:35][CH2:34][CH2:33][CH:32]4[CH3:36])[N:19]=3)[CH2:16][CH2:17]2)=[N:7][CH:6]=[C:5]([CH:10]=1)[C:4]([OH:37])=[O:3], predict the reactants needed to synthesize it. (4) Given the product [CH3:1][O:2][C:3]1[CH:8]=[CH:7][C:6]([C:9]2[N:17]=[C:16]3[C:11](=[C:12]4[N:25]=[C:24]([CH3:26])[CH2:23][N:13]4[CH:14]=[CH:15]3)[CH:10]=2)=[CH:5][CH:4]=1, predict the reactants needed to synthesize it. The reactants are: [CH3:1][O:2][C:3]1[CH:8]=[CH:7][C:6]([C:9]#[C:10][C:11]2[C:12]3[N:13]([CH:23]=[C:24]([CH3:26])[N:25]=3)[CH:14]=[CH:15][C:16]=2[NH:17]C(=O)OCC)=[CH:5][CH:4]=1.[K+].[Br-]. (5) Given the product [Br:1][C:2]1[CH:7]=[CH:6][C:5]([C:8]2[N:13]=[C:12]3[O:14][C:15]([CH3:20])([CH3:19])[CH2:16][CH:17]([NH:18][C:29](=[O:34])[C:30]([CH3:33])([CH3:32])[CH3:31])[C:11]3=[CH:10][C:9]=2[C:21]2[CH:22]=[CH:23][C:24]([Cl:27])=[CH:25][CH:26]=2)=[C:4]([Cl:28])[CH:3]=1, predict the reactants needed to synthesize it. The reactants are: [Br:1][C:2]1[CH:7]=[CH:6][C:5]([C:8]2[N:13]=[C:12]3[O:14][C:15]([CH3:20])([CH3:19])[CH2:16][CH:17]([NH2:18])[C:11]3=[CH:10][C:9]=2[C:21]2[CH:26]=[CH:25][C:24]([Cl:27])=[CH:23][CH:22]=2)=[C:4]([Cl:28])[CH:3]=1.[C:29](Cl)(=[O:34])[C:30]([CH3:33])([CH3:32])[CH3:31].CCN(CC)CC. (6) Given the product [Cl:21][C:18]1[C:6]2[CH2:7][C@H:8]([C:15]([OH:17])=[O:16])[C@H:9]([C:11]([F:14])([F:13])[F:12])[O:10][C:5]=2[CH:4]=[C:3]([Cl:20])[C:2]=1[Cl:1], predict the reactants needed to synthesize it. The reactants are: [Cl:1][C:2]1[C:3]([Cl:20])=[C:4](Cl)[C:5]2[O:10][CH:9]([C:11]([F:14])([F:13])[F:12])[C:8]([C:15]([OH:17])=[O:16])=[CH:7][C:6]=2[CH:18]=1.[ClH:21]. (7) The reactants are: C([N:8]1[CH2:12][C@@H:11]2[C@H:13]([OH:16])[CH2:14][CH2:15][C@@H:10]2[CH2:9]1)C1C=CC=CC=1.[H][H]. Given the product [CH2:9]1[C@H:10]2[CH2:15][CH2:14][C@@H:13]([OH:16])[C@H:11]2[CH2:12][NH:8]1, predict the reactants needed to synthesize it.